Regression. Given a peptide amino acid sequence and an MHC pseudo amino acid sequence, predict their binding affinity value. This is MHC class II binding data. From a dataset of Peptide-MHC class II binding affinity with 134,281 pairs from IEDB. (1) The peptide sequence is DKCPSTGEAHLAEEN. The MHC is HLA-DQA10201-DQB10301 with pseudo-sequence HLA-DQA10201-DQB10301. The binding affinity (normalized) is 0.607. (2) The peptide sequence is NFQVGVVPSHVSSIL. The MHC is DRB1_0101 with pseudo-sequence DRB1_0101. The binding affinity (normalized) is 0.713.